Dataset: Catalyst prediction with 721,799 reactions and 888 catalyst types from USPTO. Task: Predict which catalyst facilitates the given reaction. (1) Reactant: [CH2:1]1[C:11]2[C:6](=[CH:7][CH:8]=[CH:9][CH:10]=2)[NH:5][C:3](=[O:4])[CH2:2]1.O.[N+:13]([O-])([OH:15])=[O:14]. Product: [N+:13]([C:8]1[CH:7]=[C:1]2[C:11](=[CH:10][CH:9]=1)[CH2:6][NH:5][C:3](=[O:4])[CH2:2]2)([O-:15])=[O:14]. The catalyst class is: 82. (2) Reactant: CN(C1C=CC=CC=1)C(Cl)=O.[CH3:12][N:13]([C:20]([N:22]=[C:23]=[S:24])=[O:21])[C:14]1[CH:19]=[CH:18][CH:17]=[CH:16][CH:15]=1.[Cl:25][C:26]1[CH:27]=[C:28]([CH:30]=[CH:31][C:32]=1[O:33][C:34]1[C:43]2[C:38](=[CH:39][C:40]([O:46][CH3:47])=[C:41]([O:44][CH3:45])[CH:42]=2)[N:37]=[CH:36][CH:35]=1)[NH2:29].C1(C)C=CC=CC=1. Product: [CH3:12][N:13]([C:20]([N:22]=[C:23]=[S:24])=[O:21])[C:14]1[CH:19]=[CH:18][CH:17]=[CH:16][CH:15]=1.[Cl:25][C:26]1[CH:27]=[C:28]([NH:29][C:23]([NH:22][C:20]([N:13]([CH3:12])[C:14]2[CH:19]=[CH:18][CH:17]=[CH:16][CH:15]=2)=[O:21])=[S:24])[CH:30]=[CH:31][C:32]=1[O:33][C:34]1[C:43]2[C:38](=[CH:39][C:40]([O:46][CH3:47])=[C:41]([O:44][CH3:45])[CH:42]=2)[N:37]=[CH:36][CH:35]=1. The catalyst class is: 8.